This data is from Forward reaction prediction with 1.9M reactions from USPTO patents (1976-2016). The task is: Predict the product of the given reaction. (1) The product is: [Br:1][C:2]1[CH:3]=[CH:4][C:5]([F:31])=[C:6]([C@@:8]2([CH3:18])[N:19]([CH2:20][C:21]3[CH:26]=[CH:25][C:24]([O:27][CH3:28])=[CH:23][C:22]=3[O:29][CH3:30])[C:15](=[O:17])[C:11]3([CH2:14][CH2:13][CH2:12]3)[S:10][CH2:9]2)[CH:7]=1. Given the reactants [Br:1][C:2]1[CH:3]=[CH:4][C:5]([F:31])=[C:6]([C@:8]([NH:19][CH2:20][C:21]2[CH:26]=[CH:25][C:24]([O:27][CH3:28])=[CH:23][C:22]=2[O:29][CH3:30])([CH3:18])[CH2:9][S:10][C:11]2([C:15]([OH:17])=O)[CH2:14][CH2:13][CH2:12]2)[CH:7]=1.C(N(C(C)C)CC)(C)C.CCCP1(OP(CCC)(=O)OP(CCC)(=O)O1)=O, predict the reaction product. (2) The product is: [O:23]1[C:27]2[CH:28]=[CH:29][C:30]([C:2]3[CH:3]=[C:4]([CH:20]=[CH:21][CH:22]=3)[CH2:5][S:6]([NH:9][C:10]3[CH:18]=[CH:17][C:13]([C:14]([OH:16])=[O:15])=[C:12]([OH:19])[CH:11]=3)(=[O:8])=[O:7])=[CH:31][C:26]=2[CH2:25][CH2:24]1. Given the reactants Br[C:2]1[CH:3]=[C:4]([CH:20]=[CH:21][CH:22]=1)[CH2:5][S:6]([NH:9][C:10]1[CH:18]=[CH:17][C:13]([C:14]([OH:16])=[O:15])=[C:12]([OH:19])[CH:11]=1)(=[O:8])=[O:7].[O:23]1[C:27]2[CH:28]=[CH:29][C:30](B(O)O)=[CH:31][C:26]=2[CH2:25][CH2:24]1.CCN(C(C)C)C(C)C.C(Cl)Cl, predict the reaction product. (3) Given the reactants [Cl:1][C:2]1[CH:7]=[CH:6][C:5]([S:8]([NH:11][C@H:12]([C:15]2[CH:20]=[CH:19][C:18]([C:21]#[N:22])=[CH:17][CH:16]=2)[CH2:13][CH3:14])(=[O:10])=[O:9])=[CH:4][CH:3]=1.Br[CH2:24][C:25]1[CH:32]=[CH:31][C:28]([C:29]#[N:30])=[CH:27][CH:26]=1.C([O-])([O-])=O.[K+].[K+], predict the reaction product. The product is: [Cl:1][C:2]1[CH:7]=[CH:6][C:5]([S:8]([N:11]([CH2:24][C:25]2[CH:32]=[CH:31][C:28]([C:29]#[N:30])=[CH:27][CH:26]=2)[C@H:12]([C:15]2[CH:16]=[CH:17][C:18]([C:21]#[N:22])=[CH:19][CH:20]=2)[CH2:13][CH3:14])(=[O:9])=[O:10])=[CH:4][CH:3]=1. (4) Given the reactants [CH3:1][O:2][C:3](=[O:26])[C:4]1[CH:9]=[C:8](I)[CH:7]=[N:6][C:5]=1[O:11][C:12]1[CH:17]=[CH:16][C:15]([O:18][C:19]2[CH:24]=[CH:23][CH:22]=[C:21]([F:25])[CH:20]=2)=[CH:14][CH:13]=1.[C:27]([O:31][C:32]([N:34]1[CH2:38][CH2:37][CH:36]([NH2:39])[CH2:35]1)=[O:33])([CH3:30])([CH3:29])[CH3:28], predict the reaction product. The product is: [CH3:1][O:2][C:3](=[O:26])[C:4]1[CH:9]=[C:8]([NH:39][CH:36]2[CH2:37][CH2:38][N:34]([C:32]([O:31][C:27]([CH3:30])([CH3:29])[CH3:28])=[O:33])[CH2:35]2)[CH:7]=[N:6][C:5]=1[O:11][C:12]1[CH:17]=[CH:16][C:15]([O:18][C:19]2[CH:24]=[CH:23][CH:22]=[C:21]([F:25])[CH:20]=2)=[CH:14][CH:13]=1. (5) Given the reactants CC1N=C(C2C=CC=CC=2)C2CCNCC=2N=1.Cl[C:19]1[C:20]2[CH2:29][CH2:28][N:27]([C:30]([O:32][C:33]([CH3:36])([CH3:35])[CH3:34])=[O:31])[CH2:26][C:21]=2[N:22]=[C:23](C)[N:24]=1.[S:37]1[CH:41]=[C:40](B2OC(C)(C)C(C)(C)O2)[N:39]=[CH:38]1.C1(B(O)O)C=CC=CC=1, predict the reaction product. The product is: [S:37]1[CH:41]=[C:40]([C:19]2[C:20]3[CH2:29][CH2:28][N:27]([C:30]([O:32][C:33]([CH3:36])([CH3:35])[CH3:34])=[O:31])[CH2:26][C:21]=3[N:22]=[CH:23][N:24]=2)[N:39]=[CH:38]1. (6) Given the reactants [F:1][C:2]1[C:7]([C:8]([F:11])([F:10])[F:9])=[CH:6][CH:5]=[CH:4][C:3]=1Br.O=[C:14]1[CH2:17][C:16]2([CH2:22][CH2:21][N:20](C(OC(C)(C)C)=O)[CH2:19][CH2:18]2)[CH2:15]1.[ClH:30].FC(F)(F)OC1C=C(C2CC3(CCNCC3)C2)C=CC=1.Cl.C(OCC)C, predict the reaction product. The product is: [ClH:30].[F:1][C:2]1[C:7]([C:8]([F:11])([F:10])[F:9])=[CH:6][CH:5]=[CH:4][C:3]=1[CH:14]1[CH2:17][C:16]2([CH2:22][CH2:21][NH:20][CH2:19][CH2:18]2)[CH2:15]1. (7) Given the reactants C[O:2][C:3]([CH:5]1[CH2:9][N:8]([C:10]([O:12][CH2:13][C:14]2[CH:19]=[CH:18][CH:17]=[CH:16][CH:15]=2)=[O:11])[CH:7]2[CH2:20][CH2:21][N:22]([C:23]([O:25][C:26]([CH3:29])([CH3:28])[CH3:27])=[O:24])[CH:6]12)=[O:4].C[O-].[Na+], predict the reaction product. The product is: [C:26]([O:25][C:23]([N:22]1[CH:6]2[CH:7]([N:8]([C:10]([O:12][CH2:13][C:14]3[CH:19]=[CH:18][CH:17]=[CH:16][CH:15]=3)=[O:11])[CH2:9][CH:5]2[C:3]([OH:4])=[O:2])[CH2:20][CH2:21]1)=[O:24])([CH3:29])([CH3:27])[CH3:28]. (8) Given the reactants C([O:3][C:4](=[O:31])[CH2:5][S:6][C:7]1[S:11][C:10]([NH:12][C:13]([N:15]([CH2:24][CH:25]2[CH2:30][CH2:29][CH2:28]CC2)[C:16]2[CH:21]=[CH:20][C:19]([O:22][CH3:23])=[CH:18][CH:17]=2)=[O:14])=[N:9][CH:8]=1)C.[CH:32]1(CN(C2C=CC(S(C)(=O)=O)=CC=2)C(=O)NC2SC=C(CC(O)=O)N=2)CCCC1.CN(CC1CCCCC1)C1C=CC(OC)=CC=1.C(OC(=O)CSC1SC(N)=NC=1)C, predict the reaction product. The product is: [CH:24]1([N:15]([C:16]2[CH:17]=[CH:18][C:19]([O:22][CH3:23])=[CH:20][CH:21]=2)[C:13](=[O:14])[N:12]([CH3:32])[C:10]2[S:11][C:7]([S:6][CH2:5][C:4]([OH:3])=[O:31])=[CH:8][N:9]=2)[CH2:28][CH2:29][CH2:30][CH2:25]1. (9) The product is: [Cl:1][C:2]1[C:7]([CH3:8])=[C:6]([C:9]2[CH:14]=[C:13]([F:15])[N:12]=[C:11]([F:16])[CH:10]=2)[C:5]([C:17]2[CH:22]=[CH:21][CH:20]=[CH:19][CH:18]=2)=[C:4]([CH:23]([NH2:32])[CH3:24])[CH:3]=1. Given the reactants [Cl:1][C:2]1[C:7]([CH3:8])=[C:6]([C:9]2[CH:14]=[C:13]([F:15])[N:12]=[C:11]([F:16])[CH:10]=2)[C:5]([C:17]2[CH:22]=[CH:21][CH:20]=[CH:19][CH:18]=2)=[C:4]([C:23](=O)[CH3:24])[CH:3]=1.C([O-])(=O)C.[NH4+].C([BH3-])#[N:32].[Na+], predict the reaction product.